Dataset: Peptide-MHC class I binding affinity with 185,985 pairs from IEDB/IMGT. Task: Regression. Given a peptide amino acid sequence and an MHC pseudo amino acid sequence, predict their binding affinity value. This is MHC class I binding data. (1) The peptide sequence is GIPHPAGLK. The MHC is HLA-A02:02 with pseudo-sequence HLA-A02:02. The binding affinity (normalized) is 0.0765. (2) The peptide sequence is SSCSSCPLSKI. The MHC is HLA-B51:01 with pseudo-sequence HLA-B51:01. The binding affinity (normalized) is 0.0717. (3) The peptide sequence is KQNMRIRSK. The MHC is HLA-A02:16 with pseudo-sequence HLA-A02:16. The binding affinity (normalized) is 0.0847.